From a dataset of Catalyst prediction with 721,799 reactions and 888 catalyst types from USPTO. Predict which catalyst facilitates the given reaction. (1) Reactant: C[O:2][C:3](=[O:39])[CH2:4][C:5]1([C:11]2[CH:16]=[CH:15][C:14]([NH:17][C:18](=[O:38])[CH2:19][C:20]3[CH:36]=[C:35]([CH3:37])[C:23]4[N:24]=[C:25]([NH:27][C:28]5[CH:33]=[CH:32][CH:31]=[CH:30][C:29]=5[CH3:34])[O:26][C:22]=4[CH:21]=3)=[CH:13][CH:12]=2)[CH2:10][CH2:9][O:8][CH2:7][CH2:6]1.[OH-].[Na+]. The catalyst class is: 8. Product: [CH3:37][C:35]1[C:23]2[N:24]=[C:25]([NH:27][C:28]3[CH:33]=[CH:32][CH:31]=[CH:30][C:29]=3[CH3:34])[O:26][C:22]=2[CH:21]=[C:20]([CH2:19][C:18]([NH:17][C:14]2[CH:15]=[CH:16][C:11]([C:5]3([CH2:4][C:3]([OH:39])=[O:2])[CH2:10][CH2:9][O:8][CH2:7][CH2:6]3)=[CH:12][CH:13]=2)=[O:38])[CH:36]=1. (2) Reactant: [CH3:1][N+:2]([O-:4])=[O:3].[CH3:5][O:6][C:7](=[O:28])[CH2:8][CH2:9][CH2:10][O:11][C:12]1[CH:17]=[CH:16][CH:15]=[C:14](C=O)[C:13]=1[B:20]1[O:25][CH2:24]C(C)(C)C[O:21]1.[OH-].[Na+].Cl.[CH3:32]C#N. Product: [CH2:5]([O:6][C:7](=[O:28])[CH2:8][CH2:9][CH2:10][O:11][C:12]1[C:13]2[B:20]([OH:21])[O:25][CH:24]([CH2:1][N+:2]([O-:4])=[O:3])[C:14]=2[CH:15]=[CH:16][CH:17]=1)[CH3:32]. The catalyst class is: 6. (3) Reactant: [CH3:1][CH2:2][CH2:3][CH2:4][O:5][C:6]([C:8]1[O:14][C:13]([CH3:16])([CH3:15])[CH2:12][C:10](=[O:11])[CH:9]=1)=[O:7].C([C@H]1N(C)[C@H](C2OC(C)=CC=2)NC1=O)CCC.ClC(Cl)(Cl)C(O)=O. Product: [CH3:16][C:13]1([CH3:15])[O:14][C@H:8]([C:6]([O:5][CH2:4][CH2:3][CH2:2][CH3:1])=[O:7])[CH2:9][C:10](=[O:11])[CH2:12]1. The catalyst class is: 28. (4) Reactant: C([NH:4][C:5]1[N:10]=[CH:9][N:8]=[C:7]([C:11]2[S:15][C:14]([C:16]([NH:18][CH2:19][C:20]3[CH:25]=[CH:24][CH:23]=[C:22]([O:26][CH3:27])[CH:21]=3)=[O:17])=[CH:13][CH:12]=2)[CH:6]=1)C=C.CN1C(=O)CC(=O)N(C)C1=O. Product: [NH2:4][C:5]1[N:10]=[CH:9][N:8]=[C:7]([C:11]2[S:15][C:14]([C:16]([NH:18][CH2:19][C:20]3[CH:25]=[CH:24][CH:23]=[C:22]([O:26][CH3:27])[CH:21]=3)=[O:17])=[CH:13][CH:12]=2)[CH:6]=1. The catalyst class is: 2. (5) Reactant: Cl[C:2]1[CH2:3][CH2:4][N:5]([C:10]([O:12][CH2:13][CH3:14])=[O:11])[CH2:6][C:7]=1[CH:8]=O.C(N(CC)CC)C.[C:22]([O:26][CH2:27][CH3:28])(=[O:25])[CH2:23][SH:24].[OH-].[K+]. Product: [S:24]1[C:2]2[CH2:3][CH2:4][N:5]([C:10]([O:12][CH2:13][CH3:14])=[O:11])[CH2:6][C:7]=2[CH:8]=[C:23]1[C:22]([O:26][CH2:27][CH3:28])=[O:25]. The catalyst class is: 228. (6) Product: [C:1]([O:5][C:6]([C@@H:8]([CH2:12][CH2:13][OH:14])[C:9]([OH:11])=[O:10])=[O:7])([CH3:3])([CH3:4])[CH3:2].[CH:22]1([NH:21][CH:15]2[CH2:16][CH2:17][CH2:18][CH2:19][CH2:20]2)[CH2:23][CH2:24][CH2:25][CH2:26][CH2:27]1. Reactant: [C:1]([O:5][C:6]([C@@H:8]([CH2:12][CH2:13][OH:14])[C:9]([OH:11])=[O:10])=[O:7])([CH3:4])([CH3:3])[CH3:2].[CH:15]1([NH:21][CH:22]2[CH2:27][CH2:26][CH2:25][CH2:24][CH2:23]2)[CH2:20][CH2:19][CH2:18][CH2:17][CH2:16]1. The catalyst class is: 14.